From a dataset of Reaction yield outcomes from USPTO patents with 853,638 reactions. Predict the reaction yield, written as a fraction of the theoretical maximum amount of product (1.0 means a 100% yield; for example, 0.34 means a 34% yield). (1) The reactants are [CH3:1][O:2][C:3]1[CH:8]=[CH:7][C:6]([C:9]2[CH2:14][N:13]([CH2:15][CH2:16][CH3:17])[CH2:12][CH2:11][CH:10]=2)=[CH:5][C:4]=1[N+:18]([O-])=O.Cl. The catalyst is C(O)C. The product is [CH3:1][O:2][C:3]1[CH:8]=[CH:7][C:6]([C:9]2[CH2:14][N:13]([CH2:15][CH2:16][CH3:17])[CH2:12][CH2:11][CH:10]=2)=[CH:5][C:4]=1[NH2:18]. The yield is 0.650. (2) The reactants are [F:1][C:2]1[CH:7]=[CH:6][CH:5]=[C:4]([F:8])[C:3]=1[N:9]1[C:14]2[N:15]=[C:16]([NH:28][CH2:29][CH2:30][N:31]([CH3:33])[CH3:32])[N:17]=[C:18]([C:19]3[CH:20]=[C:21]([CH:25]=[CH:26][CH:27]=3)[C:22](O)=[O:23])[C:13]=2[CH2:12][NH:11][C:10]1=[O:34].[CH3:35][NH:36][CH3:37].CN(C(ON1N=NC2C=CC=NC1=2)=[N+](C)C)C.F[P-](F)(F)(F)(F)F.C(N(C(C)C)CC)(C)C. The catalyst is C(Cl)Cl.O. The product is [F:8][C:4]1[CH:5]=[CH:6][CH:7]=[C:2]([F:1])[C:3]=1[N:9]1[C:14]2[N:15]=[C:16]([NH:28][CH2:29][CH2:30][N:31]([CH3:32])[CH3:33])[N:17]=[C:18]([C:19]3[CH:20]=[C:21]([CH:25]=[CH:26][CH:27]=3)[C:22]([N:36]([CH3:37])[CH3:35])=[O:23])[C:13]=2[CH2:12][NH:11][C:10]1=[O:34]. The yield is 0.410. (3) The yield is 0.290. The product is [CH2:26]([O:28][C:29]([C:31]1([C:37]2[CH:38]=[CH:39][C:40]([F:43])=[CH:41][CH:42]=2)[CH2:10][CH2:9][N:8]([C:6]([N:23]2[CH2:24][CH2:25][N:20]([C:17]3[CH:16]=[CH:15][C:14]([F:13])=[CH:19][CH:18]=3)[CH2:21][CH2:22]2)=[O:7])[CH2:12][CH2:32]1)=[O:30])[CH3:27]. The reactants are C1N=CN([C:6]([N:8]2[CH:12]=N[CH:10]=[CH:9]2)=[O:7])C=1.[F:13][C:14]1[CH:19]=[CH:18][C:17]([N:20]2[CH2:25][CH2:24][NH:23][CH2:22][CH2:21]2)=[CH:16][CH:15]=1.[CH2:26]([O:28][C:29]([C:31]1([C:37]2[CH:42]=[CH:41][C:40]([F:43])=[CH:39][CH:38]=2)CCNC[CH2:32]1)=[O:30])[CH3:27]. The catalyst is CC#N. (4) The reactants are C[Si](C)(C)[O-].[K+].[Br:7][C:8]1[CH:13]=[CH:12][C:11]([C:14]([C:17]#[N:18])([CH3:16])[CH3:15])=[CH:10][CH:9]=1.[OH2:19]. The catalyst is C1(C)C=CC=CC=1. The product is [NH2:18][C:17]([C:14]([C:11]1[CH:10]=[CH:9][C:8]([Br:7])=[CH:13][CH:12]=1)([CH3:16])[CH3:15])=[O:19]. The yield is 0.920. (5) The reactants are [Br:1][CH2:2][CH2:3][CH2:4][CH2:5][CH2:6][C:7]1[CH:12]=[CH:11][C:10]([C:13]2[CH:18]=[CH:17][CH:16]=[CH:15][CH:14]=2)=[CH:9][CH:8]=1.[N:19]1[CH:24]=[CH:23][CH:22]=[CH:21][CH:20]=1. No catalyst specified. The product is [Br-:1].[C:10]1([C:13]2[CH:18]=[CH:17][CH:16]=[CH:15][CH:14]=2)[CH:11]=[CH:12][C:7]([CH2:6][CH2:5][CH2:4][CH2:3][CH2:2][N+:19]2[CH:24]=[CH:23][CH:22]=[CH:21][CH:20]=2)=[CH:8][CH:9]=1. The yield is 0.900. (6) The reactants are Cl[C:2]1[N:7]=[N:6][C:5]([C:8]([F:11])([F:10])[F:9])=[CH:4][CH:3]=1.[C:12]([N:19]1[CH2:24][CH2:23][NH:22][CH2:21][CH2:20]1)([O:14][C:15]([CH3:18])([CH3:17])[CH3:16])=[O:13].C(N(C(C)C)CC)(C)C. The catalyst is C(#N)C. The product is [C:15]([O:14][C:12]([N:19]1[CH2:24][CH2:23][N:22]([C:2]2[N:7]=[N:6][C:5]([C:8]([F:11])([F:10])[F:9])=[CH:4][CH:3]=2)[CH2:21][CH2:20]1)=[O:13])([CH3:18])([CH3:16])[CH3:17]. The yield is 0.990. (7) The reactants are [C:1]([C:4]1[CH:44]=[CH:43][C:7]([O:8][C@@H:9]2[CH2:14][CH2:13][C@H:12]([N:15]3[C:20](=[O:21])[C:19]([CH2:22][C:23]4[CH:28]=[CH:27][C:26]([C:29]5[C:30]([C:35]#[N:36])=[CH:31][CH:32]=[CH:33][CH:34]=5)=[CH:25][CH:24]=4)=[C:18]([CH2:37][CH2:38][CH3:39])[N:17]4[N:40]=[CH:41][N:42]=[C:16]34)[CH2:11][CH2:10]2)=[CH:6][CH:5]=1)(=[O:3])[CH3:2].[CH3:45][Mg]Br.Cl. The catalyst is O1CCCC1. The product is [OH:3][C:1]([C:4]1[CH:5]=[CH:6][C:7]([O:8][C@@H:9]2[CH2:14][CH2:13][C@H:12]([N:15]3[C:20](=[O:21])[C:19]([CH2:22][C:23]4[CH:28]=[CH:27][C:26]([C:29]5[C:30]([C:35]#[N:36])=[CH:31][CH:32]=[CH:33][CH:34]=5)=[CH:25][CH:24]=4)=[C:18]([CH2:37][CH2:38][CH3:39])[N:17]4[N:40]=[CH:41][N:42]=[C:16]34)[CH2:11][CH2:10]2)=[CH:43][CH:44]=1)([CH3:45])[CH3:2]. The yield is 0.410. (8) The reactants are [C:1]([C:5]1[N:9]([CH2:10][CH:11]2[CH2:16][CH2:15][O:14][CH2:13][CH2:12]2)[C:8]2[CH:17]=[CH:18][C:19]([S:21](Cl)(=[O:23])=[O:22])=[CH:20][C:7]=2[N:6]=1)([CH3:4])([CH3:3])[CH3:2].[NH2:25][C:26]1[CH:31]=[CH:30][CH:29]=[CH:28][CH:27]=1. The catalyst is CN(C1C=CN=CC=1)C.CC#N. The product is [C:1]([C:5]1[N:9]([CH2:10][CH:11]2[CH2:16][CH2:15][O:14][CH2:13][CH2:12]2)[C:8]2[CH:17]=[CH:18][C:19]([S:21]([NH:25][C:26]3[CH:31]=[CH:30][CH:29]=[CH:28][CH:27]=3)(=[O:23])=[O:22])=[CH:20][C:7]=2[N:6]=1)([CH3:4])([CH3:3])[CH3:2]. The yield is 0.500.